Predict the reactants needed to synthesize the given product. From a dataset of Full USPTO retrosynthesis dataset with 1.9M reactions from patents (1976-2016). Given the product [F:1][CH:2]([F:11])[C:3]1[CH:4]=[C:5]([OH:6])[N:16]([CH3:15])[N:17]=1, predict the reactants needed to synthesize it. The reactants are: [F:1][CH:2]([F:11])[C:3](=O)[CH2:4][C:5](OCC)=[O:6].C(O)=O.[CH3:15][NH:16][NH2:17].